This data is from Forward reaction prediction with 1.9M reactions from USPTO patents (1976-2016). The task is: Predict the product of the given reaction. Given the reactants [Cl-].[CH2:2]([N+:4]1[CH:8]=[CH:7][N:6]([CH3:9])[CH:5]=1)[CH3:3].[F:10][C:11]([F:20])([F:19])[C:12]([O:14][Si](C)(C)C)=[O:13].C[Si](C)(C)Cl, predict the reaction product. The product is: [F:10][C:11]([F:20])([F:19])[C:12]([O-:14])=[O:13].[CH2:2]([N+:4]1[CH:8]=[CH:7][N:6]([CH3:9])[CH:5]=1)[CH3:3].